From a dataset of Reaction yield outcomes from USPTO patents with 853,638 reactions. Predict the reaction yield, written as a fraction of the theoretical maximum amount of product (1.0 means a 100% yield; for example, 0.34 means a 34% yield). (1) The reactants are FC1C=CC(C2C=C(COS(C)(=O)=O)C(=O)N(CC(C)C)N=2)=CC=1C.[F:26][C:27]1[CH:28]=[C:29]([C:34]2[CH:35]=[C:36]([C:45]([O:47]C)=[O:46])[C:37](=[O:44])[N:38]([CH2:40][CH:41]([CH3:43])[CH3:42])[N:39]=2)[CH:30]=[CH:31][C:32]=1[F:33]. No catalyst specified. The product is [C:45]([C:36]1[C:37](=[O:44])[N:38]([CH2:40][CH:41]([CH3:42])[CH3:43])[N:39]=[C:34]([C:29]2[CH:30]=[CH:31][C:32]([F:33])=[C:27]([F:26])[CH:28]=2)[CH:35]=1)([OH:47])=[O:46]. The yield is 0.914. (2) The reactants are [C:1]([NH:4][NH:5][C:6]([C@H:8]1[CH2:13][CH2:12][C@H:11]([N:14]2[C:19](=[O:20])[C:18]([CH2:21][C:22]3[CH:27]=[CH:26][C:25](C4C=CC=CC=4C#N)=[CH:24][CH:23]=3)=[C:17]([CH2:36][CH2:37][CH3:38])[N:16]3[N:39]=[CH:40][N:41]=[C:15]23)[CH2:10][CH2:9]1)=[O:7])(=O)[CH3:2].[C:42]1([CH3:52])[CH:47]=[CH:46][C:45](S(Cl)(=O)=O)=[CH:44][CH:43]=1.[N:53]1C=CC=CC=1. The catalyst is C(OCC)(=O)C. The product is [CH3:2][C:1]1[O:7][C:6]([C@H:8]2[CH2:13][CH2:12][C@H:11]([N:14]3[C:19](=[O:20])[C:18]([CH2:21][C:22]4[CH:23]=[CH:24][C:25]([C:43]5[C:42]([C:52]#[N:53])=[CH:47][CH:46]=[CH:45][CH:44]=5)=[CH:26][CH:27]=4)=[C:17]([CH2:36][CH2:37][CH3:38])[N:16]4[N:39]=[CH:40][N:41]=[C:15]34)[CH2:10][CH2:9]2)=[N:5][N:4]=1. The yield is 0.850. (3) The reactants are [F:1][C:2]1[CH:28]=[C:27]([N+:29]([O-])=O)[CH:26]=[CH:25][C:3]=1[O:4][C:5]1[C:6]2[S:13][C:12]([C:14]([NH:16][CH2:17][CH2:18][N:19]3[CH2:24][CH2:23][O:22][CH2:21][CH2:20]3)=[O:15])=[CH:11][C:7]=2[N:8]=[CH:9][N:10]=1.[BH4-].[Na+]. The catalyst is CO.Cl[Ni]Cl. The product is [NH2:29][C:27]1[CH:26]=[CH:25][C:3]([O:4][C:5]2[C:6]3[S:13][C:12]([C:14]([NH:16][CH2:17][CH2:18][N:19]4[CH2:24][CH2:23][O:22][CH2:21][CH2:20]4)=[O:15])=[CH:11][C:7]=3[N:8]=[CH:9][N:10]=2)=[C:2]([F:1])[CH:28]=1. The yield is 0.850. (4) The reactants are [NH2:1][C:2]1[CH:7]=[CH:6][C:5]([CH2:8][O:9][C:10](=[O:15])[C:11]([CH3:14])([CH3:13])[CH3:12])=[CH:4][C:3]=1[NH:16][C:17]1[S:21][C:20]([C:22]([O:24][CH3:25])=[O:23])=[C:19]([O:26][C@@H:27]([C:29]2[CH:34]=[CH:33][CH:32]=[CH:31][C:30]=2[C:35]([F:38])([F:37])[F:36])[CH3:28])[CH:18]=1.[CH2:39](OC(OCC)OCC)C.C1(C)C=CC(S([O-])(=O)=O)=CC=1.[NH+]1C=CC=CC=1. The catalyst is C(Cl)Cl. The product is [CH3:14][C:11]([CH3:12])([CH3:13])[C:10]([O:9][CH2:8][C:5]1[CH:6]=[CH:7][C:2]2[N:1]=[CH:39][N:16]([C:17]3[S:21][C:20]([C:22]([O:24][CH3:25])=[O:23])=[C:19]([O:26][C@@H:27]([C:29]4[CH:34]=[CH:33][CH:32]=[CH:31][C:30]=4[C:35]([F:38])([F:36])[F:37])[CH3:28])[CH:18]=3)[C:3]=2[CH:4]=1)=[O:15]. The yield is 0.860. (5) The reactants are [Br:1][C:2]1[CH:3]=[N:4][CH:5]=[C:6]([CH:12]=1)[C:7](OCC)=[O:8].[BH4-].[Na+]. The catalyst is CO. The product is [Br:1][C:2]1[CH:12]=[C:6]([CH2:7][OH:8])[CH:5]=[N:4][CH:3]=1. The yield is 0.500. (6) The reactants are [NH2:1][C:2]1[N:7]=[C:6](S)[N:5]=[C:4]([OH:9])[C:3]=1[CH2:10][CH:11]([O:15][CH2:16][CH3:17])[O:12][CH2:13][CH3:14]. The catalyst is O.[Ni]. The product is [NH2:1][C:2]1[N:7]=[CH:6][N:5]=[C:4]([OH:9])[C:3]=1[CH2:10][CH:11]([O:15][CH2:16][CH3:17])[O:12][CH2:13][CH3:14]. The yield is 0.710. (7) The reactants are [BH4-].[Na+].[O:3]=[C:4]([C:25]1[N:26]=[C:27]([C:30]2[CH:35]=[CH:34][CH:33]=[CH:32][CH:31]=2)[S:28][CH:29]=1)[CH:5]([CH2:11][C:12]1[CH:17]=[CH:16][CH:15]=[C:14]([O:18][C:19]([F:24])([F:23])[CH:20]([F:22])[F:21])[CH:13]=1)[C:6]([O:8][CH2:9][CH3:10])=[O:7]. The catalyst is CCOCC.[Cl-].[Zn+2].[Cl-]. The product is [OH:3][CH:4]([C:25]1[N:26]=[C:27]([C:30]2[CH:31]=[CH:32][CH:33]=[CH:34][CH:35]=2)[S:28][CH:29]=1)[CH:5]([CH2:11][C:12]1[CH:17]=[CH:16][CH:15]=[C:14]([O:18][C:19]([F:23])([F:24])[CH:20]([F:22])[F:21])[CH:13]=1)[C:6]([O:8][CH2:9][CH3:10])=[O:7]. The yield is 0.760. (8) The catalyst is O1CCOCC1. The product is [CH2:21]([O:23][C:24]([C:26]1[C:36]([NH2:37])=[N:35][C:29]2[N:30]=[C:31]([NH:20][C:17]3[CH:16]=[CH:15][C:14]([N:11]4[CH2:12][CH2:13][N:8]([C:6]([O:5][C:1]([CH3:4])([CH3:2])[CH3:3])=[O:7])[CH2:9][CH2:10]4)=[CH:19][CH:18]=3)[N:32]=[CH:33][C:28]=2[CH:27]=1)=[O:25])[CH3:22]. The yield is 0.160. The reactants are [C:1]([O:5][C:6]([N:8]1[CH2:13][CH2:12][N:11]([C:14]2[CH:19]=[CH:18][C:17]([NH2:20])=[CH:16][CH:15]=2)[CH2:10][CH2:9]1)=[O:7])([CH3:4])([CH3:3])[CH3:2].[CH2:21]([O:23][C:24]([C:26]1[C:36]([NH2:37])=[N:35][C:29]2[N:30]=[C:31](Cl)[N:32]=[CH:33][C:28]=2[CH:27]=1)=[O:25])[CH3:22].CCCCCC.C(OCC)(=O)C. (9) The reactants are [N:1]12[CH2:9][CH:5]([CH2:6][CH2:7][CH2:8]1)[C:4](=[O:10])[CH2:3][CH2:2]2.N1C2C(=CC(C3C=NC(O[C@@H]4[C@H]5CN(CCC5)CC4)=NC=3)=CC=2)C=C1.[BH4-].[Na+].O. The catalyst is CO. The product is [N:1]12[CH2:9][CH:5]([CH2:6][CH2:7][CH2:8]1)[CH:4]([OH:10])[CH2:3][CH2:2]2. The yield is 0.910. (10) The reactants are [CH2:1]([C:8]1[N:13]=[N:12][C:11]([N:14]2[CH2:19][CH2:18][C:17]([OH:38])([C:20]3[CH:25]=[CH:24][C:23]([C:26]([CH3:37])([O:28]COCC[Si](C)(C)C)[CH3:27])=[CH:22][N:21]=3)[CH2:16][CH2:15]2)=[C:10]([CH3:39])[C:9]=1[CH3:40])[C:2]1[CH:7]=[CH:6][CH:5]=[CH:4][CH:3]=1.C(O)(C(F)(F)F)=O. The catalyst is C(Cl)Cl. The product is [CH2:1]([C:8]1[N:13]=[N:12][C:11]([N:14]2[CH2:15][CH2:16][C:17]([OH:38])([C:20]3[CH:25]=[CH:24][C:23]([C:26]([OH:28])([CH3:37])[CH3:27])=[CH:22][N:21]=3)[CH2:18][CH2:19]2)=[C:10]([CH3:39])[C:9]=1[CH3:40])[C:2]1[CH:7]=[CH:6][CH:5]=[CH:4][CH:3]=1. The yield is 0.500.